This data is from Full USPTO retrosynthesis dataset with 1.9M reactions from patents (1976-2016). The task is: Predict the reactants needed to synthesize the given product. (1) Given the product [CH3:1][N:2]1[CH2:3][CH2:4][N:5]([C:8]2[CH:13]=[C:12]([CH:11]=[C:10]([N:17]3[CH2:18][CH2:19][N:20]([CH3:23])[CH2:21][CH2:22]3)[CH:9]=2)[NH2:14])[CH2:6][CH2:7]1, predict the reactants needed to synthesize it. The reactants are: [CH3:1][N:2]1[CH2:7][CH2:6][N:5]([C:8]2[CH:13]=[C:12]([N+:14]([O-])=O)[CH:11]=[C:10]([N:17]3[CH2:22][CH2:21][N:20]([CH3:23])[CH2:19][CH2:18]3)[CH:9]=2)[CH2:4][CH2:3]1.C([O-])=O.[NH4+]. (2) Given the product [Cl:1][C:2]1[CH:3]=[C:4]([C:8]2[CH:9]=[CH:10][C:11]3[N:17]4[CH2:18][CH2:19][CH:14]([CH2:15][CH2:16]4)[NH:13][C:12]=3[N:27]=2)[CH:5]=[CH:6][CH:7]=1, predict the reactants needed to synthesize it. The reactants are: [Cl:1][C:2]1[CH:3]=[C:4]([C:8]2[CH:9]=[CH:10][C:11]3[N:17]4[CH2:18][CH2:19][CH:14]([CH2:15][CH2:16]4)[N:13](C(OC(C)(C)C)=O)[C:12]=3[N:27]=2)[CH:5]=[CH:6][CH:7]=1. (3) Given the product [CH3:14][O:13][C:11]1[CH:10]=[CH:9][C:4]([C:5]([O:7][CH3:8])=[O:6])=[C:3]([CH2:2][N:15]2[CH2:20][CH2:19][O:18][CH2:17][CH2:16]2)[CH:12]=1, predict the reactants needed to synthesize it. The reactants are: Br[CH2:2][C:3]1[CH:12]=[C:11]([O:13][CH3:14])[CH:10]=[CH:9][C:4]=1[C:5]([O:7][CH3:8])=[O:6].[NH:15]1[CH2:20][CH2:19][O:18][CH2:17][CH2:16]1.O.